This data is from Forward reaction prediction with 1.9M reactions from USPTO patents (1976-2016). The task is: Predict the product of the given reaction. (1) Given the reactants [C:1]([O:5][C:6]([N:8]1[CH2:12][CH2:11][CH:10]([NH:13][CH2:14][C:15](=[O:17])[NH2:16])[CH2:9]1)=[O:7])([CH3:4])([CH3:3])[CH3:2].[Cl:18][C:19]1[CH:26]=[CH:25][C:22]([CH:23]=O)=[CH:21][CH:20]=1.C(O[BH-](OC(=O)C)OC(=O)C)(=O)C.[Na+].C(O)(=O)C, predict the reaction product. The product is: [C:1]([O:5][C:6]([N:8]1[CH2:12][CH2:11][CH:10]([N:13]([CH2:14][C:15](=[O:17])[NH2:16])[CH2:23][C:22]2[CH:25]=[CH:26][C:19]([Cl:18])=[CH:20][CH:21]=2)[CH2:9]1)=[O:7])([CH3:4])([CH3:2])[CH3:3]. (2) Given the reactants [OH:1][CH:2]([CH3:16])[CH2:3][O:4][C:5]1[CH:10]=[CH:9][C:8]([CH2:11][CH2:12][CH2:13][CH2:14][NH2:15])=[CH:7][CH:6]=1.Cl.C([NH:22][C:23]([NH:25][C:26]([C:28]1[C:33]([NH2:34])=[N:32][C:31]([NH2:35])=[C:30]([Cl:36])[N:29]=1)=[O:27])=N)CCC, predict the reaction product. The product is: [ClH:36].[OH:1][CH:2]([CH3:16])[CH2:3][O:4][C:5]1[CH:10]=[CH:9][C:8]([CH2:11][CH2:12][CH2:13][CH2:14][NH:15][C:23]([NH:25][C:26]([C:28]2[C:33]([NH2:34])=[N:32][C:31]([NH2:35])=[C:30]([Cl:36])[N:29]=2)=[O:27])=[NH:22])=[CH:7][CH:6]=1.